Regression. Given a peptide amino acid sequence and an MHC pseudo amino acid sequence, predict their binding affinity value. This is MHC class I binding data. From a dataset of Peptide-MHC class I binding affinity with 185,985 pairs from IEDB/IMGT. The peptide sequence is DISKLTNFK. The MHC is HLA-A68:01 with pseudo-sequence HLA-A68:01. The binding affinity (normalized) is 0.982.